Predict the reactants needed to synthesize the given product. From a dataset of Full USPTO retrosynthesis dataset with 1.9M reactions from patents (1976-2016). (1) Given the product [C:17]([C:2]1[CH:14]=[C:13]([CH:15]=[CH2:16])[CH:12]=[CH:11][C:3]=1[C:4]([O:6][C:7]([CH3:10])([CH3:9])[CH3:8])=[O:5])#[N:18], predict the reactants needed to synthesize it. The reactants are: Br[C:2]1[CH:14]=[C:13]([CH:15]=[CH2:16])[CH:12]=[CH:11][C:3]=1[C:4]([O:6][C:7]([CH3:10])([CH3:9])[CH3:8])=[O:5].[C:17]([Cu])#[N:18]. (2) Given the product [OH:8][C:9]1[CH:13]=[C:12]([CH2:14][CH2:15][C:16]([O:18][CH2:19][CH3:20])=[O:17])[N:11]([C:21]2[CH:22]=[CH:23][CH:24]=[CH:25][CH:26]=2)[N:10]=1, predict the reactants needed to synthesize it. The reactants are: C([O:8][C:9]1[CH:13]=[C:12](/[CH:14]=[CH:15]/[C:16]([O:18][CH2:19][CH3:20])=[O:17])[N:11]([C:21]2[CH:26]=[CH:25][CH:24]=[CH:23][CH:22]=2)[N:10]=1)C1C=CC=CC=1. (3) Given the product [CH2:33]([O:32][CH:4]([O:3][CH2:1][CH3:2])[C:5]1[CH:6]=[C:7]([NH:21][C:22]2[S:23][C:24]3[CH:30]=[C:29]([Br:31])[CH:28]=[CH:27][C:25]=3[N:26]=2)[N:8]=[C:9]([NH:35][C@H:36]2[CH2:41][CH2:40][C@H:39]([OH:42])[CH2:38][CH2:37]2)[N:10]=1)[CH3:34], predict the reactants needed to synthesize it. The reactants are: [CH2:1]([O:3][CH:4]([O:32][CH2:33][CH3:34])[C:5]1[N:10]=[C:9](S(CC2C=CC=CC=2)(=O)=O)[N:8]=[C:7]([NH:21][C:22]2[S:23][C:24]3[CH:30]=[C:29]([Br:31])[CH:28]=[CH:27][C:25]=3[N:26]=2)[CH:6]=1)[CH3:2].[NH2:35][C@H:36]1[CH2:41][CH2:40][C@H:39]([OH:42])[CH2:38][CH2:37]1.O.C(=O)(O)[O-].[Na+]. (4) Given the product [Cl:1][C:2]1[CH:7]=[CH:6][C:5]([C:8]([F:10])([F:9])[F:11])=[CH:4][C:3]=1[N:12]([CH2:13][C:14]([NH:16][CH2:17][C:18]1[CH:19]=[CH:20][N:21]=[CH:22][N:55]=1)=[O:15])[S:24]([C:27]1[CH:28]=[CH:29][CH:30]=[CH:31][CH:32]=1)(=[O:25])=[O:26], predict the reactants needed to synthesize it. The reactants are: [Cl:1][C:2]1[CH:7]=[CH:6][C:5]([C:8]([F:11])([F:10])[F:9])=[CH:4][C:3]=1[N:12]([S:24]([C:27]1[CH:32]=[CH:31][C:30](C)=[CH:29][CH:28]=1)(=[O:26])=[O:25])[CH2:13][C:14]([NH:16][CH2:17][C:18]1C=[CH:22][N:21]=[CH:20][CH:19]=1)=[O:15].C1(S(Cl)(=O)=O)C=CC=CC=1.CC1C=CC(S(Cl)(=O)=O)=CC=1.[N:55]1C=CC(NC)=NC=1.NCC1C=CN=CC=1. (5) Given the product [CH2:1]([O:3][C:4](=[O:24])[CH:5]([C:10]1[CH:15]=[C:14]([O:16][CH2:17][C:18]([F:21])([F:20])[F:19])[C:13]([C:30]2[CH:31]=[CH:32][C:27]([C:26]([F:37])([F:36])[F:25])=[CH:28][CH:29]=2)=[C:12]([Cl:23])[CH:11]=1)[CH2:6][CH:7]([CH3:9])[CH3:8])[CH3:2], predict the reactants needed to synthesize it. The reactants are: [CH2:1]([O:3][C:4](=[O:24])[CH:5]([C:10]1[CH:15]=[C:14]([O:16][CH2:17][C:18]([F:21])([F:20])[F:19])[C:13](I)=[C:12]([Cl:23])[CH:11]=1)[CH2:6][CH:7]([CH3:9])[CH3:8])[CH3:2].[F:25][C:26]([F:37])([F:36])[C:27]1[CH:32]=[CH:31][C:30](B(O)O)=[CH:29][CH:28]=1.[F-].[Cs+].CCOC(C)=O. (6) Given the product [CH3:32][O:31][C:28]1[CH:27]=[CH:26][C:25]([C:24]([C:20]2[S:21][CH:13]=[CH:14][CH:18]=2)([OH:35])[C:23]#[CH:22])=[CH:30][CH:29]=1, predict the reactants needed to synthesize it. The reactants are: [C-]#[C-].[Na+].[Na+].COC1C=CC([C:13]2C=CS[C:14]=2[C:18]([C:20]2[S:21][CH:22]=[CH:23][C:24]=2[C:25]2[CH:30]=[CH:29][C:28]([O:31][CH3:32])=[CH:27][CH:26]=2)=O)=CC=1.CS(C)=[O:35]. (7) Given the product [F:42][C:43]([F:48])([F:47])[C:44]([OH:46])=[O:45].[NH2:33][C@H:29]([CH:30]([CH3:32])[CH3:31])[C:28]([N:25]1[CH2:24][CH2:23][CH:22]([N:13]2[N:12]=[C:11]([C:5]3[CH:6]=[CH:7][C:8]([O:9][CH3:10])=[C:3]([O:2][CH3:1])[CH:4]=3)[C@@H:20]3[C@@H:15]([CH2:16][CH2:17][CH2:18][CH2:19]3)[C:14]2=[O:21])[CH2:27][CH2:26]1)=[O:41], predict the reactants needed to synthesize it. The reactants are: [CH3:1][O:2][C:3]1[CH:4]=[C:5]([C:11]2[C@@H:20]3[C@@H:15]([CH2:16][CH2:17][CH2:18][CH2:19]3)[C:14](=[O:21])[N:13]([CH:22]3[CH2:27][CH2:26][N:25]([C:28](=[O:41])[C@H:29]([NH:33]C(=O)OC(C)(C)C)[CH:30]([CH3:32])[CH3:31])[CH2:24][CH2:23]3)[N:12]=2)[CH:6]=[CH:7][C:8]=1[O:9][CH3:10].[F:42][C:43]([F:48])([F:47])[C:44]([OH:46])=[O:45]. (8) The reactants are: [N+:1]([C:4]1[CH:8]=[N:7][NH:6][C:5]=1[NH2:9])([O-:3])=[O:2].[CH2:10]([N:14]([C:18]1[CH:23]=[CH:22][CH:21]=[C:20]([C:24](=O)[CH:25]=[CH:26]N(C)C)[CH:19]=1)[C:15](=[O:17])[CH3:16])[CH2:11][CH2:12][CH3:13]. Given the product [CH2:10]([N:14]([C:18]1[CH:23]=[CH:22][CH:21]=[C:20]([C:24]2[N:6]3[N:7]=[CH:8][C:4]([N+:1]([O-:3])=[O:2])=[C:5]3[N:9]=[CH:26][CH:25]=2)[CH:19]=1)[C:15](=[O:17])[CH3:16])[CH2:11][CH2:12][CH3:13], predict the reactants needed to synthesize it. (9) The reactants are: Cl.[NH2:2][C:3]1[CH:4]=[N:5][C:6]2[C:11]([C:12]=1[OH:13])=[CH:10][CH:9]=[C:8]([O:14][CH2:15][C:16]1[CH:21]=[CH:20][CH:19]=[CH:18][CH:17]=1)[CH:7]=2.C(N(CC)CC)C.[C:29](Cl)(=[O:32])[CH2:30][CH3:31].O. Given the product [CH2:15]([O:14][C:8]1[CH:7]=[C:6]2[C:11]([C:12]([OH:13])=[C:3]([NH:2][C:29](=[O:32])[CH2:30][CH3:31])[CH:4]=[N:5]2)=[CH:10][CH:9]=1)[C:16]1[CH:17]=[CH:18][CH:19]=[CH:20][CH:21]=1, predict the reactants needed to synthesize it.